From a dataset of Catalyst prediction with 721,799 reactions and 888 catalyst types from USPTO. Predict which catalyst facilitates the given reaction. (1) Reactant: Cl[C:2]1[N:10]=[C:9]([NH2:11])[N:8]=[C:7]2[C:3]=1[N:4]=[CH:5][N:6]2[C@@H:12]1[CH2:21][O:20][C@H:19]2[C@@H:14]([O:15][CH:16]([C:22]3[CH:27]=[CH:26][CH:25]=[CH:24][CH:23]=3)[O:17][CH2:18]2)[C@H:13]1[F:28].[OH-:29].[Na+]. Product: [NH2:11][C:9]1[NH:10][C:2](=[O:29])[C:3]2[N:4]=[CH:5][N:6]([C@@H:12]3[CH2:21][O:20][C@H:19]4[C@@H:14]([O:15][CH:16]([C:22]5[CH:27]=[CH:26][CH:25]=[CH:24][CH:23]=5)[O:17][CH2:18]4)[C@H:13]3[F:28])[C:7]=2[N:8]=1. The catalyst class is: 12. (2) Reactant: [O:1]1[C:5]2=[CH:6][CH:7]=[CH:8][C:9]([OH:10])=[C:4]2[CH:3]=[CH:2]1.[Cl:11][C:12]1[CH:17]=[C:16]([N+:18]([O-:20])=[O:19])[CH:15]=[CH:14][C:13]=1F.C(=O)([O-])[O-].[K+].[K+].CN(C)C=O. Product: [Cl:11][C:12]1[CH:17]=[C:16]([N+:18]([O-:20])=[O:19])[CH:15]=[CH:14][C:13]=1[O:10][C:9]1[C:4]2[CH:3]=[CH:2][O:1][C:5]=2[CH:6]=[CH:7][CH:8]=1. The catalyst class is: 6. (3) Reactant: [F:1][CH:2]([F:15])[N:3]1[CH:11]=[C:10]2[C:5]([CH:6]=[CH:7][C:8]([N+:12]([O-])=O)=[CH:9]2)=[N:4]1.[N+](C1C=C2C(=CC=1)NN=C2)([O-])=O. Product: [F:15][CH:2]([F:1])[N:3]1[CH:11]=[C:10]2[C:5]([CH:6]=[CH:7][C:8]([NH2:12])=[CH:9]2)=[N:4]1. The catalyst class is: 153. (4) Reactant: [OH:1][C:2]1[CH:7]=[C:6]([CH3:8])[C:5]([OH:9])=[C:4]([CH3:10])[C:3]=1[CH3:11].[CH2:12]=O.[C:14]([O:19][CH3:20])(=[O:18])[C:15]([CH3:17])=[CH2:16].O. Product: [OH:1][C:2]1[C:7]([CH3:12])=[C:6]2[C:5](=[C:4]([CH3:10])[C:3]=1[CH3:11])[O:9][C:15]([CH3:17])([C:14]([O:19][CH3:20])=[O:18])[CH2:16][CH2:8]2. The catalyst class is: 5. (5) Reactant: [OH:1][C:2]1[CH:29]=[CH:28][C:5]([CH2:6][N:7]([CH2:20][CH2:21][C:22]2[CH:27]=[CH:26][CH:25]=[CH:24][N:23]=2)[C:8](=[O:19])[CH2:9][CH2:10][CH2:11][CH2:12][C:13]2[CH:18]=[CH:17][CH:16]=[CH:15][CH:14]=2)=[CH:4][C:3]=1[O:30][CH3:31].Cl[CH2:33][N:34]1[CH2:39][CH2:38][CH2:37][CH2:36][CH2:35]1.C1OCCOCCOCCOCCOCCOC1.C([O-])([O-])=O.[K+].[K+]. Product: [CH3:31][O:30][C:3]1[CH:4]=[C:5]([CH:28]=[CH:29][C:2]=1[O:1][CH2:33][N:34]1[CH2:39][CH2:38][CH2:37][CH2:36][CH2:35]1)[CH2:6][N:7]([CH2:20][CH2:21][C:22]1[CH:27]=[CH:26][CH:25]=[CH:24][N:23]=1)[C:8](=[O:19])[CH2:9][CH2:10][CH2:11][CH2:12][C:13]1[CH:18]=[CH:17][CH:16]=[CH:15][CH:14]=1. The catalyst class is: 31. (6) Reactant: [CH3:1][C:2]1[N:6]([CH2:7][CH:8]2[C:21](=[O:22])[C:12]3[C:13]4[CH:14]=[CH:15][CH:16]=[CH:17][C:18]=4[N:19]([CH3:20])[C:11]=3[CH2:10][CH2:9]2)[CH:5]=[CH:4][N:3]=1.Cl.NCC(O)=O. Product: [CH3:1][C:2]1[N:6]([CH2:7][CH:8]2[C:21](=[O:22])[C:12]3[C:13]4[CH:14]=[CH:15][CH:16]=[CH:17][C:18]=4[N:19]([CH3:20])[C:11]=3[CH2:10][CH2:9]2)[CH:5]=[CH:4][N:3]=1. The catalyst class is: 6.